This data is from Reaction yield outcomes from USPTO patents with 853,638 reactions. The task is: Predict the reaction yield, written as a fraction of the theoretical maximum amount of product (1.0 means a 100% yield; for example, 0.34 means a 34% yield). (1) The reactants are [N:1]1([C:7]2[CH:8]=[CH:9][C:10]3[O:14][C:13]([C:15](OC)=[O:16])=[CH:12][C:11]=3[CH:19]=2)[CH2:6][CH2:5][NH:4][CH2:3][CH2:2]1.[NH3:20].Cl. The catalyst is O. The product is [N:1]1([C:7]2[CH:8]=[CH:9][C:10]3[O:14][C:13]([C:15]([NH2:20])=[O:16])=[CH:12][C:11]=3[CH:19]=2)[CH2:6][CH2:5][NH:4][CH2:3][CH2:2]1. The yield is 0.731. (2) The reactants are [H-].[Na+].CN(C=O)C.[F:8][C:9]1[CH:16]=[CH:15][C:12]([CH:13]=[O:14])=[CH:11][C:10]=1[OH:17].I[CH2:19][CH3:20]. The product is [CH2:19]([O:17][C:10]1[CH:11]=[C:12]([CH:15]=[CH:16][C:9]=1[F:8])[CH:13]=[O:14])[CH3:20]. The catalyst is C(OCC)(=O)C.O. The yield is 0.700. (3) The reactants are [Cl:1][C:2]1[CH:7]=[CH:6][C:5]([NH:8][C:9]([N:11]2[CH2:16][CH2:15][N:14]([C:17]([O:19][C:20]([CH3:23])([CH3:22])[CH3:21])=[O:18])[CH2:13][CH:12]2[CH2:24]O)=[O:10])=[CH:4][CH:3]=1.C1(P(C2C=CC=CC=2)C2C=CC=CC=2)C=CC=CC=1.N(C(OCC)=O)=NC(OCC)=O.C1(C)C=CC=CC=1.O. The catalyst is CN(C)C=O. The product is [Cl:1][C:2]1[CH:7]=[CH:6][C:5]([N:8]2[CH2:24][CH:12]3[CH2:13][N:14]([C:17]([O:19][C:20]([CH3:23])([CH3:21])[CH3:22])=[O:18])[CH2:15][CH2:16][N:11]3[C:9]2=[O:10])=[CH:4][CH:3]=1. The yield is 0.932. (4) The reactants are C([O:8][C:9]1[CH:18]=[CH:17][C:16]2[C:11](=[N:12][C:13]([O:19][CH2:20][CH2:21][CH2:22][N:23]3[CH2:28][CH2:27][N:26]([C:29]4[CH:34]=[CH:33][CH:32]=[C:31]([Cl:35])[C:30]=4[Cl:36])[CH2:25][CH2:24]3)=[CH:14][CH:15]=2)[N:10]=1)C1C=CC=CC=1. The catalyst is CO.[Pd]. The product is [Cl:36][C:30]1[C:31]([Cl:35])=[CH:32][CH:33]=[CH:34][C:29]=1[N:26]1[CH2:25][CH2:24][N:23]([CH2:22][CH2:21][CH2:20][O:19][C:13]2[N:12]=[C:11]3[C:16]([CH:17]=[CH:18][C:9](=[O:8])[NH:10]3)=[CH:15][CH:14]=2)[CH2:28][CH2:27]1. The yield is 0.600.